Dataset: Catalyst prediction with 721,799 reactions and 888 catalyst types from USPTO. Task: Predict which catalyst facilitates the given reaction. Reactant: [CH:1]1([CH2:6][CH2:7][N:8]([CH2:26][C:27]([O:29]CC)=O)[C:9]([N:11]2[CH2:15][CH2:14][CH2:13][CH:12]2[C:16]([NH:18][C:19]2[CH:24]=[CH:23][CH:22]=[C:21]([OH:25])[CH:20]=2)=[O:17])=[O:10])[CH2:5][CH2:4][CH2:3][CH2:2]1.[NH2:32][OH:33]. Product: [OH:33][NH:32][C:27](=[O:29])[CH2:26][N:8]([CH2:7][CH2:6][CH:1]1[CH2:2][CH2:3][CH2:4][CH2:5]1)[C:9]([N:11]1[CH2:15][CH2:14][CH2:13][CH:12]1[C:16]([NH:18][C:19]1[CH:24]=[CH:23][CH:22]=[C:21]([OH:25])[CH:20]=1)=[O:17])=[O:10]. The catalyst class is: 12.